From a dataset of Forward reaction prediction with 1.9M reactions from USPTO patents (1976-2016). Predict the product of the given reaction. (1) Given the reactants C([O:8][C:9]1[CH:14]=[C:13]([O:15]CC2C=CC=CC=2)[C:12]([C:23]([CH3:25])=[CH2:24])=[CH:11][C:10]=1[C:26]([N:28]1[CH2:33][CH2:32][CH:31]([CH2:34][CH:35]=O)[CH2:30][CH2:29]1)=[O:27])C1C=CC=CC=1.S(C1C=CC(C)=CC=1)(O)(=O)=O.[CH:48]1([O:53][C:54](=[O:64])[C@H:55]([CH2:57][C:58]2[CH:63]=[CH:62][CH:61]=[CH:60][CH:59]=2)[NH2:56])[CH2:52][CH2:51][CH2:50][CH2:49]1, predict the reaction product. The product is: [OH:8][C:9]1[CH:14]=[C:13]([OH:15])[C:12]([CH:23]([CH3:24])[CH3:25])=[CH:11][C:10]=1[C:26]([N:28]1[CH2:33][CH2:32][CH:31]([CH2:34][CH2:35][NH:56][C@H:55]([C:54]([O:53][CH:48]2[CH2:52][CH2:51][CH2:50][CH2:49]2)=[O:64])[CH2:57][C:58]2[CH:59]=[CH:60][CH:61]=[CH:62][CH:63]=2)[CH2:30][CH2:29]1)=[O:27]. (2) Given the reactants [Cl:1][CH2:2][C:3]1[CH:11]=[CH:10][C:6]([C:7](Cl)=[O:8])=[CH:5][CH:4]=1.[NH:12]1[CH2:16][CH2:15][CH2:14][CH2:13]1.C(N(C(C)C)C(C)C)C, predict the reaction product. The product is: [Cl:1][CH2:2][C:3]1[CH:11]=[CH:10][C:6]([C:7]([N:12]2[CH2:16][CH2:15][CH2:14][CH2:13]2)=[O:8])=[CH:5][CH:4]=1.